From a dataset of NCI-60 drug combinations with 297,098 pairs across 59 cell lines. Regression. Given two drug SMILES strings and cell line genomic features, predict the synergy score measuring deviation from expected non-interaction effect. (1) Drug 1: CC1=C2C(C(=O)C3(C(CC4C(C3C(C(C2(C)C)(CC1OC(=O)C(C(C5=CC=CC=C5)NC(=O)OC(C)(C)C)O)O)OC(=O)C6=CC=CC=C6)(CO4)OC(=O)C)O)C)O. Drug 2: COC1=C2C(=CC3=C1OC=C3)C=CC(=O)O2. Cell line: SK-MEL-28. Synergy scores: CSS=10.0, Synergy_ZIP=-5.65, Synergy_Bliss=-7.83, Synergy_Loewe=-27.1, Synergy_HSA=-8.18. (2) Drug 1: CNC(=O)C1=CC=CC=C1SC2=CC3=C(C=C2)C(=NN3)C=CC4=CC=CC=N4. Drug 2: CC1=C2C(C(=O)C3(C(CC4C(C3C(C(C2(C)C)(CC1OC(=O)C(C(C5=CC=CC=C5)NC(=O)C6=CC=CC=C6)O)O)OC(=O)C7=CC=CC=C7)(CO4)OC(=O)C)O)C)OC(=O)C. Cell line: NCI/ADR-RES. Synergy scores: CSS=-4.31, Synergy_ZIP=1.64, Synergy_Bliss=-1.94, Synergy_Loewe=-4.15, Synergy_HSA=-4.79. (3) Drug 2: CC1CCCC2(C(O2)CC(NC(=O)CC(C(C(=O)C(C1O)C)(C)C)O)C(=CC3=CSC(=N3)C)C)C. Cell line: MDA-MB-435. Drug 1: CC12CCC(CC1=CCC3C2CCC4(C3CC=C4C5=CN=CC=C5)C)O. Synergy scores: CSS=37.0, Synergy_ZIP=3.58, Synergy_Bliss=14.0, Synergy_Loewe=4.72, Synergy_HSA=11.1. (4) Drug 1: C1=CN(C(=O)N=C1N)C2C(C(C(O2)CO)O)O.Cl. Drug 2: C1C(C(OC1N2C=NC3=C2NC=NCC3O)CO)O. Cell line: OVCAR-5. Synergy scores: CSS=30.6, Synergy_ZIP=1.06, Synergy_Bliss=-5.01, Synergy_Loewe=-18.0, Synergy_HSA=-4.25. (5) Drug 1: C1=NC2=C(N=C(N=C2N1C3C(C(C(O3)CO)O)F)Cl)N. Drug 2: CC(C)CN1C=NC2=C1C3=CC=CC=C3N=C2N. Cell line: TK-10. Synergy scores: CSS=10.1, Synergy_ZIP=-2.40, Synergy_Bliss=-1.19, Synergy_Loewe=-5.92, Synergy_HSA=-2.26. (6) Drug 1: CN1C(=O)N2C=NC(=C2N=N1)C(=O)N. Drug 2: CC1CCC2CC(C(=CC=CC=CC(CC(C(=O)C(C(C(=CC(C(=O)CC(OC(=O)C3CCCCN3C(=O)C(=O)C1(O2)O)C(C)CC4CCC(C(C4)OC)O)C)C)O)OC)C)C)C)OC. Cell line: TK-10. Synergy scores: CSS=-1.14, Synergy_ZIP=-0.946, Synergy_Bliss=-3.67, Synergy_Loewe=-5.24, Synergy_HSA=-5.16. (7) Drug 1: CCC1=CC2CC(C3=C(CN(C2)C1)C4=CC=CC=C4N3)(C5=C(C=C6C(=C5)C78CCN9C7C(C=CC9)(C(C(C8N6C)(C(=O)OC)O)OC(=O)C)CC)OC)C(=O)OC.C(C(C(=O)O)O)(C(=O)O)O. Drug 2: CC1=C(C(CCC1)(C)C)C=CC(=CC=CC(=CC(=O)O)C)C. Cell line: NCI-H322M. Synergy scores: CSS=16.8, Synergy_ZIP=3.46, Synergy_Bliss=-0.109, Synergy_Loewe=-23.0, Synergy_HSA=1.07.